This data is from Full USPTO retrosynthesis dataset with 1.9M reactions from patents (1976-2016). The task is: Predict the reactants needed to synthesize the given product. (1) Given the product [Si:7]([O:14][CH2:15][CH2:16][N:17]1[C:25]2[C:20](=[CH:21][CH:22]=[CH:23][CH:24]=2)[C:19]([CH2:26][CH2:27][CH2:28][OH:29])=[CH:18]1)([C:10]([CH3:13])([CH3:12])[CH3:11])([CH3:9])[CH3:8], predict the reactants needed to synthesize it. The reactants are: [H-].[Al+3].[Li+].[H-].[H-].[H-].[Si:7]([O:14][CH2:15][CH2:16][N:17]1[C:25]2[C:20](=[CH:21][CH:22]=[CH:23][CH:24]=2)[C:19]([CH2:26][CH2:27][C:28](O)=[O:29])=[CH:18]1)([C:10]([CH3:13])([CH3:12])[CH3:11])([CH3:9])[CH3:8].C(=O)(O)[O-].[Na+]. (2) Given the product [CH3:16][O:17][C:18](=[O:23])[C:19]([O:4][C:3]1[CH:5]=[CH:6][C:7]([OH:9])=[CH:8][C:2]=1[CH3:1])([CH3:21])[CH3:20], predict the reactants needed to synthesize it. The reactants are: [CH3:1][C:2]1[CH:8]=[C:7]([OH:9])[CH:6]=[CH:5][C:3]=1[OH:4].C(=O)([O-])[O-].[Cs+].[Cs+].[CH3:16][O:17][C:18](=[O:23])[C:19](Br)([CH3:21])[CH3:20]. (3) Given the product [CH3:23][C:18]1[CH:19]=[C:20]([CH3:22])[N:21]=[C:16]([N:12]2[CH2:13][CH:14]3[CH:10]([CH2:9][NH:8][CH2:15]3)[CH2:11]2)[N:17]=1, predict the reactants needed to synthesize it. The reactants are: C(OC([N:8]1[CH2:15][CH:14]2[CH:10]([CH2:11][N:12]([C:16]3[N:21]=[C:20]([CH3:22])[CH:19]=[C:18]([CH3:23])[N:17]=3)[CH2:13]2)[CH2:9]1)=O)(C)(C)C.C(O)(C(F)(F)F)=O. (4) Given the product [Cl:44][C:25]1[CH:24]=[C:23]([NH:22][C:19]2[C:20]3[N:12]([CH2:11][CH2:10][OH:9])[CH:13]=[CH:14][C:15]=3[N:16]=[CH:17][N:18]=2)[CH:43]=[CH:42][C:26]=1[O:27][C:28]1[CH:29]=[C:30]([CH:39]=[CH:40][CH:41]=1)[C:31]([NH:33][C:34]([C:37]#[N:38])([CH3:35])[CH3:36])=[O:32], predict the reactants needed to synthesize it. The reactants are: C([O:9][CH2:10][CH2:11][N:12]1[C:20]2[C:19](Cl)=[N:18][CH:17]=[N:16][C:15]=2[CH:14]=[CH:13]1)(=O)C1C=CC=CC=1.[NH2:22][C:23]1[CH:43]=[CH:42][C:26]([O:27][C:28]2[CH:29]=[C:30]([CH:39]=[CH:40][CH:41]=2)[C:31]([NH:33][C:34]([C:37]#[N:38])([CH3:36])[CH3:35])=[O:32])=[C:25]([Cl:44])[CH:24]=1.C(O)(C)C.[OH-].[Na+].